Dataset: Full USPTO retrosynthesis dataset with 1.9M reactions from patents (1976-2016). Task: Predict the reactants needed to synthesize the given product. (1) Given the product [C:1]([O:5][C:6](=[O:32])[CH2:7][C:8]1[CH:13]=[CH:12][C:11]([N:14]([C:25]([O:27][C:28]([CH3:31])([CH3:30])[CH3:29])=[O:26])[C:15]2[C:16]3[CH2:24][CH2:23][CH2:22][C:17]=3[N:18]=[C:19]([C:36]3[CH:37]=[CH:38][C:39]([O:40][CH3:41])=[C:34]([F:33])[CH:35]=3)[N:20]=2)=[CH:10][CH:9]=1)([CH3:4])([CH3:3])[CH3:2], predict the reactants needed to synthesize it. The reactants are: [C:1]([O:5][C:6](=[O:32])[CH2:7][C:8]1[CH:13]=[CH:12][C:11]([N:14]([C:25]([O:27][C:28]([CH3:31])([CH3:30])[CH3:29])=[O:26])[C:15]2[C:16]3[CH2:24][CH2:23][CH2:22][C:17]=3[N:18]=[C:19](Cl)[N:20]=2)=[CH:10][CH:9]=1)([CH3:4])([CH3:3])[CH3:2].[F:33][C:34]1[CH:35]=[C:36](B(O)O)[CH:37]=[CH:38][C:39]=1[O:40][CH3:41]. (2) Given the product [F:30][C:23]1[CH:22]=[CH:21][C:20]([NH:19][C:15](=[O:17])[CH2:14][C:9]2[NH:10][C:11](=[O:13])[CH:12]=[C:7]([N:1]3[CH2:2][CH2:3][O:4][CH2:5][CH2:6]3)[N:8]=2)=[CH:29][C:24]=1[C:25]([O:27][CH3:28])=[O:26], predict the reactants needed to synthesize it. The reactants are: [N:1]1([C:7]2[N:8]=[C:9]([CH2:14][C:15]([O-:17])=O)[NH:10][C:11](=[O:13])[CH:12]=2)[CH2:6][CH2:5][O:4][CH2:3][CH2:2]1.[Na+].[NH2:19][C:20]1[CH:21]=[CH:22][C:23]([F:30])=[C:24]([CH:29]=1)[C:25]([O:27][CH3:28])=[O:26]. (3) Given the product [C:18]([O:17][C:15](=[O:16])[NH:14][CH2:13][CH2:12][CH2:11][CH2:10][CH2:9][C:8](=[O:22])[CH:7]=[CH:36][C:33]1[CH:32]=[N:31][C:30]([CH3:29])=[N:35][CH:34]=1)([CH3:19])([CH3:20])[CH3:21], predict the reactants needed to synthesize it. The reactants are: COP([CH2:7][C:8](=[O:22])[CH2:9][CH2:10][CH2:11][CH2:12][CH2:13][NH:14][C:15]([O:17][C:18]([CH3:21])([CH3:20])[CH3:19])=[O:16])(=O)OC.C(=O)([O-])[O-].[K+].[K+].[CH3:29][C:30]1[N:35]=[CH:34][C:33]([CH:36]=O)=[CH:32][N:31]=1. (4) The reactants are: [CH:1]1([CH2:4][N:5]([C:13]2[C:14]([CH2:22][CH3:23])=[N:15][N:16]3[CH:21]=[CH:20][CH:19]=[CH:18][C:17]=23)[CH2:6][CH:7]2[CH2:12][CH2:11][O:10][CH2:9][CH2:8]2)[CH2:3][CH2:2]1.C([Li])CCC.FC1C([I:36])=C(F)C(F)=C(F)C=1F.O.O1CCCC1. Given the product [CH:1]1([CH2:4][N:5]([C:13]2[C:14]([CH2:22][CH3:23])=[N:15][N:16]3[C:21]([I:36])=[CH:20][CH:19]=[CH:18][C:17]=23)[CH2:6][CH:7]2[CH2:12][CH2:11][O:10][CH2:9][CH2:8]2)[CH2:3][CH2:2]1, predict the reactants needed to synthesize it. (5) Given the product [N+:1]([C:4]1[CH:13]=[CH:12][CH:11]=[C:10]2[C:5]=1[CH:6]=[CH:7][N:15]([CH:16]1[CH2:17][CH2:18][N:19]([C:22]([O:24][C:25]([CH3:28])([CH3:27])[CH3:26])=[O:23])[CH2:20][CH2:21]1)[C:9]2=[O:14])([O-:3])=[O:2], predict the reactants needed to synthesize it. The reactants are: [N+:1]([C:4]1[CH:13]=[CH:12][CH:11]=[C:10]2[C:5]=1[CH:6]=[CH:7]O[C:9]2=[O:14])([O-:3])=[O:2].[NH2:15][CH:16]1[CH2:21][CH2:20][N:19]([C:22]([O:24][C:25]([CH3:28])([CH3:27])[CH3:26])=[O:23])[CH2:18][CH2:17]1.CO.